From a dataset of Full USPTO retrosynthesis dataset with 1.9M reactions from patents (1976-2016). Predict the reactants needed to synthesize the given product. Given the product [Cl:1][C:2]1[CH:7]=[CH:6][C:5]([C:8]([CH3:25])([CH3:26])[C:9]([N:11]2[CH2:12][CH:13]3[C:18]4[CH:19]=[CH:20][CH:21]=[CH:22][C:23]=4[O:17][CH2:16][CH:14]3[CH2:15]2)=[O:10])=[CH:4][CH:3]=1, predict the reactants needed to synthesize it. The reactants are: [Cl:1][C:2]1[CH:7]=[CH:6][C:5]([C:8]([CH3:26])([CH3:25])[C:9]([N:11]2[CH2:15][CH:14]([CH2:16][OH:17])[CH:13]([C:18]3[CH:23]=[CH:22][CH:21]=[CH:20][C:19]=3O)[CH2:12]2)=[O:10])=[CH:4][CH:3]=1.C1(P(C2C=CC=CC=2)C2C=CC=CC=2)C=CC=CC=1.N(C(OC(C)C)=O)=NC(OC(C)C)=O.O1CCCC1.